This data is from Catalyst prediction with 721,799 reactions and 888 catalyst types from USPTO. The task is: Predict which catalyst facilitates the given reaction. (1) Reactant: [C:1]([O:5][C:6]([N:8]1[CH2:16][C@@H:15]2[C@@H:10]([CH2:11][CH2:12][C@H:13]([OH:24])[C@H:14]2[C:17]2[CH:22]=[CH:21][C:20]([F:23])=[CH:19][CH:18]=2)[CH2:9]1)=[O:7])([CH3:4])([CH3:3])[CH3:2].[F:25][C:26]([F:41])([F:40])[C:27]1[CH:28]=[C:29]([CH:33]=[C:34]([C:36]([F:39])([F:38])[F:37])[CH:35]=1)[C:30](Cl)=[O:31]. Product: [C:1]([O:5][C:6]([N:8]1[CH2:16][C@@H:15]2[C@@H:10]([CH2:11][CH2:12][C@H:13]([O:24][C:30](=[O:31])[C:29]3[CH:33]=[C:34]([C:36]([F:37])([F:38])[F:39])[CH:35]=[C:27]([C:26]([F:25])([F:40])[F:41])[CH:28]=3)[C@H:14]2[C:17]2[CH:22]=[CH:21][C:20]([F:23])=[CH:19][CH:18]=2)[CH2:9]1)=[O:7])([CH3:4])([CH3:2])[CH3:3]. The catalyst class is: 64. (2) Reactant: C[O:2][C:3](=[O:29])[CH2:4][N:5]([CH2:18][CH2:19][CH2:20][NH:21][C:22]([O:24][C:25]([CH3:28])([CH3:27])[CH3:26])=[O:23])[C:6](=[O:17])[CH2:7][N:8]1[CH:16]=[C:14]([CH3:15])[C:12](=[O:13])[NH:11][C:9]1=[O:10].[OH-].[Na+]. Product: [C:22]([NH:21][CH2:20][CH2:19][CH2:18][N:5]([C:6](=[O:17])[CH2:7][N:8]1[CH:16]=[C:14]([CH3:15])[C:12](=[O:13])[NH:11][C:9]1=[O:10])[CH2:4][C:3]([OH:29])=[O:2])([O:24][C:25]([CH3:28])([CH3:27])[CH3:26])=[O:23]. The catalyst class is: 5.